This data is from Reaction yield outcomes from USPTO patents with 853,638 reactions. The task is: Predict the reaction yield, written as a fraction of the theoretical maximum amount of product (1.0 means a 100% yield; for example, 0.34 means a 34% yield). The reactants are [N:1]1([C:12]([O:14][C:15]([CH3:18])([CH3:17])[CH3:16])=[O:13])[CH2:6][CH2:5][CH2:4][CH:3]([C:7]([O:9][CH2:10][CH3:11])=[O:8])[CH2:2]1.C[Si]([N-][Si](C)(C)C)(C)C.[Li+].C1COCC1.Br[CH2:35][C:36]#[N:37]. The catalyst is C1COCC1.C(OCC)(=O)C. The product is [C:36]([CH2:35][C:3]1([C:7]([O:9][CH2:10][CH3:11])=[O:8])[CH2:4][CH2:5][CH2:6][N:1]([C:12]([O:14][C:15]([CH3:17])([CH3:16])[CH3:18])=[O:13])[CH2:2]1)#[N:37]. The yield is 0.260.